This data is from Reaction yield outcomes from USPTO patents with 853,638 reactions. The task is: Predict the reaction yield, written as a fraction of the theoretical maximum amount of product (1.0 means a 100% yield; for example, 0.34 means a 34% yield). (1) The yield is 0.480. The catalyst is C1C=CC(/C=C/C(/C=C/C2C=CC=CC=2)=O)=CC=1.C1C=CC(/C=C/C(/C=C/C2C=CC=CC=2)=O)=CC=1.C1C=CC(/C=C/C(/C=C/C2C=CC=CC=2)=O)=CC=1.[Pd].[Pd].O1CCOCC1. The product is [C:12]([O:15][CH2:16][C:17]1[C:18]([N:32]2[N:41]=[CH:40][C:39]3[C:34](=[C:35]([F:46])[CH:36]=[C:37]([C:42]([CH3:44])([CH3:43])[CH3:45])[CH:38]=3)[C:33]2=[O:47])=[N:19][CH:20]=[CH:21][C:22]=1[C:23]1[CH:28]=[C:27]([NH:11][C:9]2[CH:8]=[C:7]3[CH:2]([CH3:1])[O:3][CH2:4][CH2:5][N:6]3[N:10]=2)[C:26](=[O:30])[N:25]([CH3:31])[CH:24]=1)(=[O:14])[CH3:13]. The reactants are [CH3:1][CH:2]1[C:7]2=[CH:8][C:9]([NH2:11])=[N:10][N:6]2[CH2:5][CH2:4][O:3]1.[C:12]([O:15][CH2:16][C:17]1[C:18]([N:32]2[N:41]=[CH:40][C:39]3[C:34](=[C:35]([F:46])[CH:36]=[C:37]([C:42]([CH3:45])([CH3:44])[CH3:43])[CH:38]=3)[C:33]2=[O:47])=[N:19][CH:20]=[CH:21][C:22]=1[C:23]1[CH:28]=[C:27](Br)[C:26](=[O:30])[N:25]([CH3:31])[CH:24]=1)(=[O:14])[CH3:13].CC1(C)C2C(=C(P(C3C=CC=CC=3)C3C=CC=CC=3)C=CC=2)OC2C(P(C3C=CC=CC=3)C3C=CC=CC=3)=CC=CC1=2.C([O-])([O-])=O.[Cs+].[Cs+]. (2) The reactants are [Cl:1][C:2]1[CH:32]=[CH:31][CH:30]=[C:29]([Cl:33])[C:3]=1[CH2:4][C:5]1[S:6][C:7]2[N:8]=[C:9](S(C)(=O)=O)[N:10]=[C:11]([NH:14][C:15]3[CH:20]=[CH:19][C:18]([C:21]([F:24])([F:23])[F:22])=[CH:17][CH:16]=3)[C:12]=2[N:13]=1.[NH:34]1[CH2:39][CH2:38][O:37][CH2:36][CH2:35]1. The catalyst is C(O)(CC)(C)C. The product is [Cl:33][C:29]1[CH:30]=[CH:31][CH:32]=[C:2]([Cl:1])[C:3]=1[CH2:4][C:5]1[S:6][C:7]2[N:8]=[C:9]([N:34]3[CH2:39][CH2:38][O:37][CH2:36][CH2:35]3)[N:10]=[C:11]([NH:14][C:15]3[CH:20]=[CH:19][C:18]([C:21]([F:23])([F:24])[F:22])=[CH:17][CH:16]=3)[C:12]=2[N:13]=1. The yield is 0.770.